From a dataset of Full USPTO retrosynthesis dataset with 1.9M reactions from patents (1976-2016). Predict the reactants needed to synthesize the given product. (1) Given the product [NH:26]1[C:30]2[CH:31]=[C:32]([N:35]3[CH:39]([CH:40]([CH3:42])[CH3:41])[C:38]([CH3:43])=[C:37]([O:44][CH3:3])[C:36]3=[O:45])[CH:33]=[CH:34][C:29]=2[N:28]=[CH:27]1, predict the reactants needed to synthesize it. The reactants are: [OH-].[K+].[CH3:3]C1C=CC(S(N(N=O)C)(=O)=O)=CC=1.C(O)CO.CCOCC.[NH:26]1[C:30]2[CH:31]=[C:32]([N:35]3[CH:39]([CH:40]([CH3:42])[CH3:41])[C:38]([CH3:43])=[C:37]([OH:44])[C:36]3=[O:45])[CH:33]=[CH:34][C:29]=2[N:28]=[CH:27]1. (2) Given the product [CH3:30][N:29]([CH3:31])[C:27](=[O:28])[C:26]1[CH:32]=[CH:33][N:34]=[C:24]([C:10]2[C:11]3[C:12]([NH:17][CH:18]4[CH2:19][CH2:20][O:21][CH2:22][CH2:23]4)=[N:13][CH:14]=[CH:15][C:16]=3[NH:8][N:9]=2)[CH:25]=1, predict the reactants needed to synthesize it. The reactants are: COC1C=CC(C[N:8]2[C:16]3[CH:15]=[CH:14][N:13]=[C:12]([NH:17][CH:18]4[CH2:23][CH2:22][O:21][CH2:20][CH2:19]4)[C:11]=3[C:10]([C:24]3[CH:25]=[C:26]([CH:32]=[CH:33][N:34]=3)[C:27]([N:29]([CH3:31])[CH3:30])=[O:28])=[N:9]2)=CC=1.COC1C=CC(CN2C3C=CN=C(NC4CCOCC4)C=3C(C3C=C(C=CN=3)C(O)=O)=N2)=CC=1.CNC.CN(C(ON1N=NC2C=CC=NC1=2)=[N+](C)C)C.F[P-](F)(F)(F)(F)F.CCN(C(C)C)C(C)C. (3) Given the product [CH2:11]([O:10][C:8]([C:4]1[C:3]([CH3:13])=[C:2]([C:18]2[CH:19]=[CH:20][C:15]([F:14])=[CH:16][CH:17]=2)[N:6]([CH3:7])[CH:5]=1)=[O:9])[CH3:12], predict the reactants needed to synthesize it. The reactants are: Br[C:2]1[N:6]([CH3:7])[CH:5]=[C:4]([C:8]([O:10][CH2:11][CH3:12])=[O:9])[C:3]=1[CH3:13].[F:14][C:15]1[CH:20]=[CH:19][C:18](B(O)O)=[CH:17][CH:16]=1.C([O-])([O-])=O.[Na+].[Na+].